Dataset: Full USPTO retrosynthesis dataset with 1.9M reactions from patents (1976-2016). Task: Predict the reactants needed to synthesize the given product. (1) Given the product [Br:21][C:22]1[CH:27]=[CH:26][C:25]([Br:28])=[CH:24][C:23]=1[S:29]([NH:1][C@@H:2]1[CH2:6][CH2:5][N:4]([C:7]([O:9][C:10]([CH3:13])([CH3:12])[CH3:11])=[O:8])[CH2:3]1)(=[O:31])=[O:30], predict the reactants needed to synthesize it. The reactants are: [NH2:1][C@@H:2]1[CH2:6][CH2:5][N:4]([C:7]([O:9][C:10]([CH3:13])([CH3:12])[CH3:11])=[O:8])[CH2:3]1.C(N(CC)CC)C.[Br:21][C:22]1[CH:27]=[CH:26][C:25]([Br:28])=[CH:24][C:23]=1[S:29](Cl)(=[O:31])=[O:30]. (2) The reactants are: [CH3:1][O:2][C:3](=[O:14])[CH2:4][CH2:5][C:6]1[CH:11]=[CH:10][C:9]([OH:12])=[CH:8][C:7]=1[CH3:13].[C:15]([C:23]1[CH:38]=[C:37]([CH2:39][CH3:40])[CH:36]=[CH:35][C:24]=1[O:25][CH2:26][CH2:27][CH:28](OS(C)(=O)=O)[CH3:29])(=[O:22])[C:16]1[CH:21]=[CH:20][CH:19]=[CH:18][CH:17]=1.C(=O)([O-])[O-].[Cs+].[Cs+]. Given the product [CH3:1][O:2][C:3](=[O:14])[CH2:4][CH2:5][C:6]1[CH:11]=[CH:10][C:9]([O:12][CH:28]([CH3:29])[CH2:27][CH2:26][O:25][C:24]2[CH:35]=[CH:36][C:37]([CH2:39][CH3:40])=[CH:38][C:23]=2[C:15](=[O:22])[C:16]2[CH:21]=[CH:20][CH:19]=[CH:18][CH:17]=2)=[CH:8][C:7]=1[CH3:13], predict the reactants needed to synthesize it.